This data is from TCR-epitope binding with 47,182 pairs between 192 epitopes and 23,139 TCRs. The task is: Binary Classification. Given a T-cell receptor sequence (or CDR3 region) and an epitope sequence, predict whether binding occurs between them. (1) The epitope is GTITSGWTF. The TCR CDR3 sequence is CASSLVPSRRESEQFF. Result: 1 (the TCR binds to the epitope). (2) The epitope is KLPDDFTGCV. The TCR CDR3 sequence is CASSVGVLAGNEQFF. Result: 0 (the TCR does not bind to the epitope). (3) The epitope is LLWNGPMAV. The TCR CDR3 sequence is CASSAAGNQPQHF. Result: 1 (the TCR binds to the epitope). (4) The epitope is KRWIILGLNK. The TCR CDR3 sequence is CASSVDRDTEAFF. Result: 1 (the TCR binds to the epitope). (5) The epitope is KLNVGDYFV. The TCR CDR3 sequence is CSALMGDTQYF. Result: 1 (the TCR binds to the epitope).